Dataset: Reaction yield outcomes from USPTO patents with 853,638 reactions. Task: Predict the reaction yield, written as a fraction of the theoretical maximum amount of product (1.0 means a 100% yield; for example, 0.34 means a 34% yield). (1) The reactants are [OH:1][C:2]1[CH:11]=[CH:10][CH:9]=[C:8]2[C:3]=1[CH:4]=[CH:5][CH:6]=[N:7]2.[S:12](O[S:12]([C:15]([F:18])([F:17])[F:16])(=[O:14])=[O:13])([C:15]([F:18])([F:17])[F:16])(=[O:14])=[O:13].C(#N)C. The catalyst is N1C=CC=CC=1.C([O-])(=O)C.[NH4+]. The product is [F:16][C:15]([F:18])([F:17])[S:12]([O:1][C:2]1[CH:11]=[CH:10][CH:9]=[C:8]2[C:3]=1[CH:4]=[CH:5][CH:6]=[N:7]2)(=[O:14])=[O:13]. The yield is 0.990. (2) The reactants are [H-].[H-].[H-].[H-].[Li+].[Al+3].[Al+3].[Cl-].[Cl-].[Cl-].[C:11]1([C:17]([C:31]2[CH:36]=[CH:35][CH:34]=[CH:33][CH:32]=2)([C:25]2[CH:30]=[CH:29][CH:28]=[CH:27][CH:26]=2)[O:18][CH2:19][C:20](=[CH2:24])[CH2:21]C#N)[CH:16]=[CH:15][CH:14]=[CH:13][CH:12]=1.[OH-:37].[Na+]. The catalyst is CCOCC. The product is [C:31]1([C:17]([C:11]2[CH:12]=[CH:13][CH:14]=[CH:15][CH:16]=2)([C:25]2[CH:26]=[CH:27][CH:28]=[CH:29][CH:30]=2)[O:18][CH2:19][C:20](=[CH2:24])[CH2:21][OH:37])[CH:36]=[CH:35][CH:34]=[CH:33][CH:32]=1. The yield is 0.650. (3) The reactants are [Cl:1][C:2]1[C:37]([C:38]([F:41])([F:40])[F:39])=[CH:36][CH:35]=[CH:34][C:3]=1[CH2:4][N:5]([CH2:20][CH:21]([C:28]1[CH:33]=[CH:32][CH:31]=[CH:30][CH:29]=1)[C:22]1[CH:27]=[CH:26][CH:25]=[CH:24][CH:23]=1)[CH2:6][CH2:7][CH2:8][O:9][C:10]1[CH:11]=[C:12]([CH2:16][C:17]([OH:19])=[O:18])[CH:13]=[CH:14][CH:15]=1.[CH:42]([N-]C(C)C)(C)[CH3:43].[Li+].ICC. The catalyst is C1COCC1. The product is [Cl:1][C:2]1[C:37]([C:38]([F:39])([F:40])[F:41])=[CH:36][CH:35]=[CH:34][C:3]=1[CH2:4][N:5]([CH2:20][CH:21]([C:22]1[CH:27]=[CH:26][CH:25]=[CH:24][CH:23]=1)[C:28]1[CH:29]=[CH:30][CH:31]=[CH:32][CH:33]=1)[CH2:6][CH2:7][CH2:8][O:9][C:10]1[CH:11]=[C:12]([CH:16]([CH2:42][CH3:43])[C:17]([OH:19])=[O:18])[CH:13]=[CH:14][CH:15]=1. The yield is 0.500. (4) The reactants are ClC(OC(C)C)=O.FC(F)(F)C(O)=O.FC1C(OC2N=CN=C3N(C4CCNCC4)N=CC=23)=C(C=CC=1F)C#N.[C:41]([O:45][C:46]([N:48]1[CH2:53][CH2:52][CH:51]([N:54]2[C:58]3=[N:59][CH:60]=[N:61][C:62]([O:63][C:64]4[C:69]([C:70]#[N:71])=[CH:68][CH:67]=[C:66]([F:72])[C:65]=4[F:73])=[C:57]3[CH:56]=[N:55]2)[CH2:50][CH2:49]1)=[O:47])(C)([CH3:43])[CH3:42].FC(F)(F)C(O)=O.C(OC1C=CC(OC2N=CN=C3N(C4CCNCC4)N=CC=23)=C(F)C=1)C.C(N(C(C)C)CC)(C)C. The catalyst is ClCCl.O. The product is [CH:41]([O:45][C:46]([N:48]1[CH2:49][CH2:50][CH:51]([N:54]2[C:58]3=[N:59][CH:60]=[N:61][C:62]([O:63][C:64]4[C:69]([C:70]#[N:71])=[CH:68][CH:67]=[C:66]([F:72])[C:65]=4[F:73])=[C:57]3[CH:56]=[N:55]2)[CH2:52][CH2:53]1)=[O:47])([CH3:43])[CH3:42]. The yield is 0.850. (5) The reactants are [Cl:1][C:2]1[CH:7]=[CH:6][C:5]([CH2:8][C:9](N)=[O:10])=[CH:4][C:3]=1[N+:12]([O-:14])=[O:13].[CH3:15][OH:16]. No catalyst specified. The product is [CH3:15][O:16][C:9](=[O:10])[CH2:8][C:5]1[CH:6]=[CH:7][C:2]([Cl:1])=[C:3]([N+:12]([O-:14])=[O:13])[CH:4]=1. The yield is 0.890. (6) The reactants are [Si]([O:8][C@H:9]([C:37]1[CH:42]=[CH:41][C:40]([F:43])=[CH:39][CH:38]=1)[CH2:10][CH2:11][C@@H:12]1[C@@H:15]([C:16]2[CH:21]=[CH:20][C:19]([C:22]3[CH:27]=[CH:26][CH:25]=[C:24]([OH:28])[CH:23]=3)=[CH:18][C:17]=2[OH:29])[N:14]([C:30]2[CH:35]=[CH:34][CH:33]=[CH:32][CH:31]=2)[C:13]1=[O:36])(C(C)(C)C)(C)C.F. The catalyst is C(#N)C. The product is [OH:29][C:17]1[CH:18]=[C:19]([C:22]2[CH:27]=[CH:26][CH:25]=[C:24]([OH:28])[CH:23]=2)[CH:20]=[CH:21][C:16]=1[C@H:15]1[N:14]([C:30]2[CH:31]=[CH:32][CH:33]=[CH:34][CH:35]=2)[C:13](=[O:36])[C@@H:12]1[CH2:11][CH2:10][C@@H:9]([C:37]1[CH:42]=[CH:41][C:40]([F:43])=[CH:39][CH:38]=1)[OH:8]. The yield is 0.690. (7) The reactants are [CH3:1][O:2][C:3]1[CH:4]=[C:5]([CH:11]2[CH2:16][CH2:15][CH2:14][NH:13][CH2:12]2)[CH:6]=[C:7]([O:9][CH3:10])[CH:8]=1.[F:17][C:18]([F:23])([F:22])[C@@H:19]1[CH2:21][O:20]1. The product is [CH3:1][O:2][C:3]1[CH:4]=[C:5]([CH:11]2[CH2:16][CH2:15][CH2:14][N:13]([CH2:21][C@H:19]([OH:20])[C:18]([F:23])([F:22])[F:17])[CH2:12]2)[CH:6]=[C:7]([O:9][CH3:10])[CH:8]=1. The catalyst is C(#N)C. The yield is 0.990. (8) The reactants are [C:1]([O:5][C:6](=[O:15])[NH:7][C:8]1[CH:13]=[CH:12][CH:11]=[C:10]([OH:14])[CH:9]=1)([CH3:4])([CH3:3])[CH3:2].Cl[C:17]1[N:18]=[C:19]([OH:27])[C:20]2[CH:26]=[CH:25][N:24]=[CH:23][C:21]=2[N:22]=1. No catalyst specified. The product is [OH:27][C:19]1[C:20]2[CH:26]=[CH:25][N:24]=[CH:23][C:21]=2[N:22]=[C:17]([O:14][C:10]2[CH:9]=[C:8]([NH:7][C:6](=[O:15])[O:5][C:1]([CH3:4])([CH3:2])[CH3:3])[CH:13]=[CH:12][CH:11]=2)[N:18]=1. The yield is 0.130.